Predict the product of the given reaction. From a dataset of Forward reaction prediction with 1.9M reactions from USPTO patents (1976-2016). (1) Given the reactants B.O1CCCC1.[Br:7][C:8]1[CH:21]=[C:20]2[C:11]([O:12][C:13]3[C:14]([C:23]4[NH:28][C:27](=[O:29])[CH:26]=[C:25]([N:30]5[CH2:35][CH2:34][O:33][CH2:32][CH2:31]5)[CH:24]=4)=[CH:15][CH:16]=[CH:17][C:18]=3[C:19]2=O)=[CH:10][CH:9]=1, predict the reaction product. The product is: [Br:7][C:8]1[CH:21]=[C:20]2[C:11]([O:12][C:13]3[C:14]([C:23]4[NH:28][C:27](=[O:29])[CH:26]=[C:25]([N:30]5[CH2:35][CH2:34][O:33][CH2:32][CH2:31]5)[CH:24]=4)=[CH:15][CH:16]=[CH:17][C:18]=3[CH2:19]2)=[CH:10][CH:9]=1. (2) The product is: [CH:10]([N:8]1[CH2:9][CH:6]([O:5][CH2:29][CH2:23][C:24]([F:27])([F:26])[F:25])[CH2:7]1)([C:17]1[CH:22]=[CH:21][CH:20]=[CH:19][CH:18]=1)[C:11]1[CH:16]=[CH:15][CH:14]=[CH:13][CH:12]=1. Given the reactants CS([O:5][CH:6]1[CH2:9][N:8]([CH:10]([C:17]2[CH:22]=[CH:21][CH:20]=[CH:19][CH:18]=2)[C:11]2[CH:16]=[CH:15][CH:14]=[CH:13][CH:12]=2)[CH2:7]1)(=O)=O.[CH2:23](O)[C:24]([F:27])([F:26])[F:25].[C:29](=O)([O-])O.[Na+], predict the reaction product. (3) Given the reactants [CH:1]([C:4]1[CH:9]=[CH:8][CH:7]=[CH:6][C:5]=1B(O)O)([CH3:3])[CH3:2].Br[C:14]1[CH:21]=[CH:20][CH:19]=[CH:18][C:15]=1[CH2:16][OH:17].[O-]P([O-])([O-])=O.[K+].[K+].[K+].CN(C=O)C, predict the reaction product. The product is: [CH:1]([C:4]1[CH:9]=[CH:8][CH:7]=[CH:6][C:5]=1[C:14]1[CH:21]=[CH:20][CH:19]=[CH:18][C:15]=1[CH2:16][OH:17])([CH3:3])[CH3:2]. (4) Given the reactants OO.C1(C)C=CC(S(C2NC=CN=2)(=O)=[O:10])=CC=1.[Cl:18][C:19]1[C:20]([NH:38][C:39](=[O:47])[CH2:40][CH:41]2[CH2:46][CH2:45][CH2:44][CH2:43][CH2:42]2)=[C:21]2[C:26](=[CH:27][CH:28]=1)[N:25]=[C:24]([N:29]1[CH2:33][CH2:32][C@H:31]([S:34][CH2:35][CH2:36][OH:37])[CH2:30]1)[CH:23]=[CH:22]2.[OH-:48].[Na+].S(S([O-])=O)([O-])(=O)=O.[Na+].[Na+], predict the reaction product. The product is: [Cl:18][C:19]1[C:20]([NH:38][C:39](=[O:47])[CH2:40][CH:41]2[CH2:46][CH2:45][CH2:44][CH2:43][CH2:42]2)=[C:21]2[C:26](=[CH:27][CH:28]=1)[N:25]=[C:24]([N:29]1[CH2:33][CH2:32][C@H:31]([S:34]([CH2:35][CH2:36][OH:37])(=[O:10])=[O:48])[CH2:30]1)[CH:23]=[CH:22]2. (5) Given the reactants [N:1]1([CH:7]([C:12]2[CH:17]=[CH:16][C:15]([CH3:18])=[CH:14][CH:13]=2)[C:8]([O:10]C)=[O:9])[CH2:6][CH2:5][CH2:4][CH2:3][CH2:2]1.[ClH:19], predict the reaction product. The product is: [ClH:19].[N:1]1([CH:7]([C:12]2[CH:17]=[CH:16][C:15]([CH3:18])=[CH:14][CH:13]=2)[C:8]([OH:10])=[O:9])[CH2:2][CH2:3][CH2:4][CH2:5][CH2:6]1. (6) The product is: [F:36][C:37]([F:42])([F:41])[C:38]([OH:40])=[O:39].[CH3:35][C:31]1[CH:30]=[C:29]2[C:34]([C:26]([C:23]3[N:24]=[C:25]4[C:17]([C:15]([NH:14][C:2]5([CH3:1])[CH2:6][CH2:5][NH:4][CH2:3]5)=[O:16])=[CH:18][NH:19][C:20]4=[N:21][CH:22]=3)=[N:27][NH:28]2)=[CH:33][CH:32]=1. Given the reactants [CH3:1][C:2]1([NH:14][C:15]([C:17]2[C:25]3[C:20](=[N:21][CH:22]=[C:23]([C:26]4[C:34]5[C:29](=[CH:30][C:31]([CH3:35])=[CH:32][CH:33]=5)[NH:28][N:27]=4)[N:24]=3)[NH:19][CH:18]=2)=[O:16])[CH2:6][CH2:5][N:4](C(OC(C)(C)C)=O)[CH2:3]1.[F:36][C:37]([F:42])([F:41])[C:38]([OH:40])=[O:39], predict the reaction product. (7) Given the reactants C([C:3]1[C:4]([C:15]([OH:17])=[O:16])=[N:5][O:6][C:7]=1[C:8]1[CH:13]=[CH:12][CH:11]=[CH:10][C:9]=1[OH:14])C.[C:18]1(P(C2C=CC=CC=2)C2C=CC=CC=2)C=CC=C[CH:19]=1.[O:37]1[CH2:42][CH2:41][CH2:40][CH2:39][CH:38]1[CH2:43]O.C(OC(N=NC(OC(C)(C)C)=O)=O)(C)(C)C, predict the reaction product. The product is: [O:37]1[CH2:42][CH2:41][CH2:40][CH2:39][CH:38]1[CH2:43][O:14][C:9]1[CH:10]=[CH:11][CH:12]=[CH:13][C:8]=1[C:7]1[O:6][N:5]=[C:4]([C:15]([O:17][CH2:18][CH3:19])=[O:16])[CH:3]=1.